Dataset: Full USPTO retrosynthesis dataset with 1.9M reactions from patents (1976-2016). Task: Predict the reactants needed to synthesize the given product. (1) Given the product [CH3:33][O:32][C:30]1[CH:29]=[C:22]([CH:21]=[C:20]([O:19][CH3:18])[CH:31]=1)[C:23]([C:2]1[CH:10]=[CH:9][C:8]([O:11][CH3:12])=[CH:7][C:3]=1[C:4]([OH:6])=[O:5])=[O:24], predict the reactants needed to synthesize it. The reactants are: Br[C:2]1[CH:10]=[CH:9][C:8]([O:11][CH3:12])=[CH:7][C:3]=1[C:4]([OH:6])=[O:5].C([Li])CCC.[CH3:18][O:19][C:20]1[CH:21]=[C:22]([CH:29]=[C:30]([O:32][CH3:33])[CH:31]=1)[C:23](N(OC)C)=[O:24]. (2) Given the product [F:1][C:2]1[CH:17]=[CH:16][CH:15]=[CH:14][C:3]=1[CH2:4][N:5]1[C:9](=[O:10])[CH2:8][CH2:7][C@@H:6]1[C:11]([NH:32][CH:24]([CH2:25][C:26]1[CH:27]=[CH:28][CH:29]=[CH:30][CH:31]=1)[CH:23]([OH:33])[C:22]([O:21][CH2:19][CH3:20])=[O:34])=[O:13], predict the reactants needed to synthesize it. The reactants are: [F:1][C:2]1[CH:17]=[CH:16][CH:15]=[CH:14][C:3]=1[CH2:4][N:5]1[C:9](=[O:10])[CH2:8][CH2:7][C@@H:6]1[C:11]([OH:13])=O.[Cl-].[CH2:19]([O:21][C:22](=[O:34])[CH:23]([OH:33])[CH:24]([NH3+:32])[CH2:25][C:26]1[CH:31]=[CH:30][CH:29]=[CH:28][CH:27]=1)[CH3:20]. (3) Given the product [Cl:1][C:2]1[CH:3]=[C:4]([C:12]2[N:16]=[C:15]([C:17]3[CH:26]=[CH:25][CH:24]=[C:23]4[C:18]=3[CH2:19][CH2:20][N:21]([CH2:27][C:28]([OH:30])=[O:29])[CH2:22]4)[O:14][N:13]=2)[CH:5]=[CH:6][C:7]=1[O:8][CH:9]([CH3:10])[CH3:11], predict the reactants needed to synthesize it. The reactants are: [Cl:1][C:2]1[CH:3]=[C:4]([C:12]2[N:16]=[C:15]([C:17]3[CH:26]=[CH:25][CH:24]=[C:23]4[C:18]=3[CH2:19][CH2:20][N:21]([CH2:27][C:28]([O:30]C(C)(C)C)=[O:29])[CH2:22]4)[O:14][N:13]=2)[CH:5]=[CH:6][C:7]=1[O:8][CH:9]([CH3:11])[CH3:10].C([SiH](C(C)C)C(C)C)(C)C.C(O)(C(F)(F)F)=O. (4) Given the product [C:31]([C:22]1[CH:23]=[C:24]([CH2:27][CH2:28][CH2:29][CH3:30])[CH:25]=[CH:26][C:21]=1[O:20][CH:18]([CH3:19])[CH2:17][CH2:16][O:15][C:12]1[CH:11]=[CH:10][C:9]([O:8][C:5]([CH3:7])([CH3:6])[C:4]([OH:39])=[O:3])=[CH:14][CH:13]=1)(=[O:38])[C:32]1[CH:33]=[CH:34][CH:35]=[CH:36][CH:37]=1, predict the reactants needed to synthesize it. The reactants are: C([O:3][C:4](=[O:39])[C:5]([O:8][C:9]1[CH:14]=[CH:13][C:12]([O:15][CH2:16][CH2:17][CH:18]([O:20][C:21]2[CH:26]=[CH:25][C:24]([CH2:27][CH2:28][CH2:29][CH3:30])=[CH:23][C:22]=2[C:31](=[O:38])[C:32]2[CH:37]=[CH:36][CH:35]=[CH:34][CH:33]=2)[CH3:19])=[CH:11][CH:10]=1)([CH3:7])[CH3:6])C.[OH-].[Na+].Cl.